From a dataset of Forward reaction prediction with 1.9M reactions from USPTO patents (1976-2016). Predict the product of the given reaction. Given the reactants [Cl:1][C:2]1[CH:3]=[C:4]([C:8]2[C:17]3[C:12](=[CH:13][CH:14]=[C:15]([C:18]([C:28]4[CH:33]=[CH:32][C:31]([Cl:34])=[CH:30][CH:29]=4)([C:20]4[N:24]([CH3:25])[C:23](SC)=[N:22][N:21]=4)[NH2:19])[CH:16]=3)[N:11]=[C:10]([CH3:35])[CH:9]=2)[CH:5]=[CH:6][CH:7]=1, predict the reaction product. The product is: [Cl:1][C:2]1[CH:3]=[C:4]([C:8]2[C:17]3[C:12](=[CH:13][CH:14]=[C:15]([C:18]([C:28]4[CH:29]=[CH:30][C:31]([Cl:34])=[CH:32][CH:33]=4)([C:20]4[N:24]([CH3:25])[CH:23]=[N:22][N:21]=4)[NH2:19])[CH:16]=3)[N:11]=[C:10]([CH3:35])[CH:9]=2)[CH:5]=[CH:6][CH:7]=1.